Dataset: Peptide-MHC class II binding affinity with 134,281 pairs from IEDB. Task: Regression. Given a peptide amino acid sequence and an MHC pseudo amino acid sequence, predict their binding affinity value. This is MHC class II binding data. (1) The peptide sequence is DVNAGFKAAVAAAAN. The MHC is HLA-DQA10501-DQB10301 with pseudo-sequence HLA-DQA10501-DQB10301. The binding affinity (normalized) is 0.781. (2) The peptide sequence is GWPYIGSRSQILGRS. The MHC is DRB4_0101 with pseudo-sequence DRB4_0103. The binding affinity (normalized) is 0.580. (3) The peptide sequence is THIFAEVLKDAIKDL. The MHC is HLA-DQA10401-DQB10402 with pseudo-sequence HLA-DQA10401-DQB10402. The binding affinity (normalized) is 0.417. (4) The peptide sequence is EITGIMKDFDEPGHL. The MHC is HLA-DQA10501-DQB10201 with pseudo-sequence HLA-DQA10501-DQB10201. The binding affinity (normalized) is 0.374. (5) The peptide sequence is YDKFLANVSTVLTGC. The MHC is DRB1_1001 with pseudo-sequence DRB1_1001. The binding affinity (normalized) is 0.574. (6) The peptide sequence is GGTWVSATLEQDKCV. The MHC is DRB1_0701 with pseudo-sequence DRB1_0701. The binding affinity (normalized) is 0.187.